The task is: Predict the reactants needed to synthesize the given product.. This data is from Full USPTO retrosynthesis dataset with 1.9M reactions from patents (1976-2016). (1) Given the product [NH2:7][CH2:8][CH2:9][N:10]([CH:15]1[CH:19]([OH:20])[CH2:18][N:17]([C:28](=[O:36])[C:29]2[CH:30]=[CH:31][C:32]([Cl:35])=[CH:33][CH:34]=2)[CH2:16]1)[C:11](=[O:14])[CH2:12][Cl:13], predict the reactants needed to synthesize it. The reactants are: C(OC(=O)[NH:7][CH2:8][CH2:9][N:10]([CH:15]1[CH:19]([O:20][Si](C(C)(C)C)(C)C)[CH2:18][N:17]([C:28](=[O:36])[C:29]2[CH:34]=[CH:33][C:32]([Cl:35])=[CH:31][CH:30]=2)[CH2:16]1)[C:11](=[O:14])[CH2:12][Cl:13])(C)(C)C. (2) Given the product [F:1][C@H:2]1[C@@H:7]([O:8][C:9]2[CH:16]=[CH:15][C:14]([C:17]3[N:22]=[C:21]([NH:23][C:24]4[CH:29]=[CH:28][C:27]([N:30]5[CH2:31][CH2:32][N:33]([CH:36]6[CH2:39][O:38][CH2:37]6)[CH2:34][CH2:35]5)=[CH:26][CH:25]=4)[N:20]=[CH:19][N:18]=3)=[CH:13][C:10]=2[C:11]#[N:12])[CH2:6][CH2:5][N:4]([C:47]([C@@H:43]2[CH2:42][C@@H:41]([F:40])[C:45](=[O:46])[NH:44]2)=[O:48])[CH2:3]1, predict the reactants needed to synthesize it. The reactants are: [F:1][C@H:2]1[C@@H:7]([O:8][C:9]2[CH:16]=[CH:15][C:14]([C:17]3[N:22]=[C:21]([NH:23][C:24]4[CH:29]=[CH:28][C:27]([N:30]5[CH2:35][CH2:34][N:33]([CH:36]6[CH2:39][O:38][CH2:37]6)[CH2:32][CH2:31]5)=[CH:26][CH:25]=4)[N:20]=[CH:19][N:18]=3)=[CH:13][C:10]=2[C:11]#[N:12])[CH2:6][CH2:5][NH:4][CH2:3]1.[F:40][C@H:41]1[C:45](=[O:46])[NH:44][C@H:43]([C:47](O)=[O:48])[CH2:42]1.CN(C(ON1N=NC2C=CC=NC1=2)=[N+](C)C)C.F[P-](F)(F)(F)(F)F. (3) Given the product [CH:16]1[CH:15]=[C:14]([CH2:13][C:6]2[C:7]([OH:12])=[CH:8][CH:9]=[CH:10][CH:5]=2)[C:17]([OH:20])=[CH:18][CH:19]=1, predict the reactants needed to synthesize it. The reactants are: C([C:5]1[CH:10]=[CH:9][C:8](C)=[C:7]([OH:12])[C:6]=1[CH2:13][CH2:14][CH2:15][CH3:16])CCC.[C:17](O)(=[O:20])[CH:18]=[CH2:19].[Cl-].C[NH+](C)C. (4) Given the product [CH:17]1([C:16]2[O:15][N:14]=[C:13]([C:20]3[C:21]([Cl:27])=[CH:22][CH:23]=[CH:24][C:25]=3[Cl:26])[C:12]=2[CH2:11][O:10][CH:7]2[CH2:8][CH2:9][C:5](=[O:4])[CH2:6]2)[CH2:19][CH2:18]1, predict the reactants needed to synthesize it. The reactants are: O1[C:5]2([CH2:9][CH2:8][CH:7]([O:10][CH2:11][C:12]3[C:13]([C:20]4[C:25]([Cl:26])=[CH:24][CH:23]=[CH:22][C:21]=4[Cl:27])=[N:14][O:15][C:16]=3[CH:17]3[CH2:19][CH2:18]3)[CH2:6]2)[O:4]CC1.Cl.C([O-])(O)=O.[Na+]. (5) Given the product [Cl:1][C:2]1[CH:10]=[CH:9][C:5]([C:6]([Cl:22])=[O:7])=[CH:4][C:3]=1[C:11]1[C:16]([Cl:17])=[CH:15][C:14]([Cl:18])=[CH:13][N:12]=1, predict the reactants needed to synthesize it. The reactants are: [Cl:1][C:2]1[CH:10]=[CH:9][C:5]([C:6](O)=[O:7])=[CH:4][C:3]=1[C:11]1[C:16]([Cl:17])=[CH:15][C:14]([Cl:18])=[CH:13][N:12]=1.C(Cl)(=O)C([Cl:22])=O. (6) Given the product [N:26]1[C:27]2[C:22](=[CH:21][C:20]([CH2:32][CH2:31][CH:30]=[O:33])=[CH:29][CH:28]=2)[CH:23]=[CH:24][CH:25]=1, predict the reactants needed to synthesize it. The reactants are: F[B-](F)(F)F.C([PH+](C(C)(C)C)C(C)(C)C)(C)(C)C.Br[C:20]1[CH:21]=[C:22]2[C:27](=[CH:28][CH:29]=1)[N:26]=[CH:25][CH:24]=[CH:23]2.[CH2:30]([OH:33])[CH:31]=[CH2:32].C1(N(C)C2CCCCC2)CCCCC1. (7) Given the product [CH3:44][O:43][C:41](=[O:42])[CH2:40][N:7]1[C:6]2[CH:29]=[C:2]([Cl:1])[C:3]([O:30][CH2:31][CH3:32])=[CH:4][C:5]=2[O:10][CH:9]([C:11]([N:13]2[CH2:14][CH2:15][C:16]([C:19]#[N:20])([CH2:21][C:22]3[CH:23]=[CH:24][C:25]([F:28])=[CH:26][CH:27]=3)[CH2:17][CH2:18]2)=[O:12])[CH2:8]1, predict the reactants needed to synthesize it. The reactants are: [Cl:1][C:2]1[C:3]([O:30][CH2:31][CH3:32])=[CH:4][C:5]2[O:10][CH:9]([C:11]([N:13]3[CH2:18][CH2:17][C:16]([CH2:21][C:22]4[CH:27]=[CH:26][C:25]([F:28])=[CH:24][CH:23]=4)([C:19]#[N:20])[CH2:15][CH2:14]3)=[O:12])[CH2:8][NH:7][C:6]=2[CH:29]=1.C([O-])([O-])=O.[K+].[K+].Br[CH2:40][C:41]([O:43][CH3:44])=[O:42]. (8) The reactants are: [OH:1][C:2]1[C:11]2[C:6](=[CH:7][CH:8]=[CH:9][CH:10]=2)[C:5]([NH:12][S:13]([C:16]2[S:17][CH:18]=[CH:19][CH:20]=2)(=[O:15])=[O:14])=[CH:4][C:3]=1[S:21][C:22]1[N:26]([CH3:27])[N:25]=[N:24][N:23]=1.N1C(SC2C(=O)C3C(=CC=CC=3)/C(=N/S(C3SC=CC=3)(=O)=O)/C=2)=NC=N1. Given the product [NH:23]1[C:22]([S:21][C:3]2[CH:4]=[C:5]([NH:12][S:13]([C:16]3[S:17][CH:18]=[CH:19][CH:20]=3)(=[O:15])=[O:14])[C:6]3[C:11]([C:2]=2[OH:1])=[CH:10][CH:9]=[CH:8][CH:7]=3)=[N:26][CH:27]=[N:24]1.[OH:1][C:2]1[C:11]2[C:6](=[CH:7][CH:8]=[CH:9][CH:10]=2)[C:5]([NH:12][S:13]([C:16]2[S:17][CH:18]=[CH:19][CH:20]=2)(=[O:15])=[O:14])=[CH:4][C:3]=1[S:21][C:22]1[N:26]([CH3:27])[N:25]=[N:24][N:23]=1, predict the reactants needed to synthesize it. (9) Given the product [F:18][C:15]1[CH:16]=[CH:17][C:12]([CH2:11][C:9]2[CH:10]=[C:5]([NH:4][CH2:3][CH2:2][NH:1][S:32]([CH3:31])(=[O:34])=[O:33])[C:6]([C:19]([O:21][CH2:22][CH3:23])=[O:20])=[N:7][CH:8]=2)=[CH:13][CH:14]=1, predict the reactants needed to synthesize it. The reactants are: [NH2:1][CH2:2][CH2:3][NH:4][C:5]1[C:6]([C:19]([O:21][CH2:22][CH3:23])=[O:20])=[N:7][CH:8]=[C:9]([CH2:11][C:12]2[CH:17]=[CH:16][C:15]([F:18])=[CH:14][CH:13]=2)[CH:10]=1.C(N(CC)CC)C.[CH3:31][S:32](Cl)(=[O:34])=[O:33]. (10) Given the product [CH2:36]([O:35][C:33]([C:32]1[C:31]([NH:1][C@@H:4]2[CH2:8][CH2:7][C@@H:6]([O:9][Si:10]([C:13]([CH3:16])([CH3:15])[CH3:14])([CH3:12])[CH3:11])[CH2:5]2)=[N:30][C:29]([S:38][CH3:39])=[N:28][CH:27]=1)=[O:34])[CH3:37], predict the reactants needed to synthesize it. The reactants are: [N:1]([C@@H:4]1[CH2:8][CH2:7][C@@H:6]([O:9][Si:10]([C:13]([CH3:16])([CH3:15])[CH3:14])([CH3:12])[CH3:11])[CH2:5]1)=[N+]=[N-].[H][H].C(N(CC)CC)C.Cl[C:27]1[C:32]([C:33]([O:35][CH2:36][CH3:37])=[O:34])=[CH:31][N:30]=[C:29]([S:38][CH3:39])[N:28]=1.